Dataset: Forward reaction prediction with 1.9M reactions from USPTO patents (1976-2016). Task: Predict the product of the given reaction. (1) Given the reactants [F:1][C:2]1[CH:3]=[C:4]([CH:30]=[CH:31][C:32]=1[F:33])[O:5][CH2:6][CH2:7][CH2:8][O:9][C:10]1[CH:15]=[CH:14][C:13]([CH:16]2[CH2:21][CH2:20][N:19]([C:22]([O:24][C:25]([CH3:28])([CH3:27])[CH3:26])=[O:23])[CH2:18][CH:17]2[OH:29])=[CH:12][CH:11]=1.Cl[CH2:35][C:36]1[CH:37]=[CH:38][C:39]2[O:44][CH2:43][C:42](=[O:45])[N:41]([CH2:46][CH2:47][CH2:48][O:49][CH3:50])[C:40]=2[CH:51]=1, predict the reaction product. The product is: [F:1][C:2]1[CH:3]=[C:4]([CH:30]=[CH:31][C:32]=1[F:33])[O:5][CH2:6][CH2:7][CH2:8][O:9][C:10]1[CH:11]=[CH:12][C:13]([CH:16]2[CH2:21][CH2:20][N:19]([C:22]([O:24][C:25]([CH3:28])([CH3:27])[CH3:26])=[O:23])[CH2:18][CH:17]2[O:29][CH2:35][C:36]2[CH:37]=[CH:38][C:39]3[O:44][CH2:43][C:42](=[O:45])[N:41]([CH2:46][CH2:47][CH2:48][O:49][CH3:50])[C:40]=3[CH:51]=2)=[CH:14][CH:15]=1. (2) The product is: [N:59]1([C:15]([CH2:14][N:11]2[C:12]3[C:8](=[CH:7][CH:6]=[C:5]([C:3]([OH:2])=[O:4])[CH:13]=3)[C:9]([CH:43]3[CH2:44][CH2:45][CH2:46][CH2:47][CH2:48]3)=[C:10]2[C:18]2[CH:19]=[C:20]3[C:25](=[CH:26][CH:27]=2)[N:24]=[C:23]([C:28]2[C:29]([C:36]4[CH:41]=[CH:40][C:39]([Cl:42])=[CH:38][CH:37]=4)=[CH:30][CH:31]=[C:32]([O:34][CH3:35])[CH:33]=2)[CH:22]=[CH:21]3)=[O:17])[CH2:62][CH2:63][NH:65][CH2:70][CH2:69]1. Given the reactants C[O:2][C:3]([C:5]1[CH:13]=[C:12]2[C:8]([C:9]([CH:43]3[CH2:48][CH2:47][CH2:46][CH2:45][CH2:44]3)=[C:10]([C:18]3[CH:19]=[C:20]4[C:25](=[CH:26][CH:27]=3)[N:24]=[C:23]([C:28]3[CH:33]=[C:32]([O:34][CH3:35])[CH:31]=[CH:30][C:29]=3[C:36]3[CH:41]=[CH:40][C:39]([Cl:42])=[CH:38][CH:37]=3)[CH:22]=[CH:21]4)[N:11]2[CH2:14][C:15]([OH:17])=O)=[CH:7][CH:6]=1)=[O:4].COC(C1C=C2C(C(C3CCCCC3)=C(C3C=C4C(=CC=3)N=C(C3C=C(OC)C=CC=3C3C=CC(Cl)=CC=3)C=C4)[N:59]2[CH2:62][C:63]([N:65]2[CH2:70][CH2:69]OCC2)=O)=CC=1)=O.N1CCOCC1.N1CCNCC1, predict the reaction product. (3) Given the reactants [Cl:1][C:2]1[CH:7]=[CH:6][C:5]([C:8]2[CH:9]=[C:10]([NH2:20])[CH:11]=[N:12][C:13]=2[O:14][CH2:15][C:16]([F:19])([F:18])[F:17])=[CH:4][CH:3]=1.[N:21]1[CH:26]=[CH:25][CH:24]=[CH:23][C:22]=1[C:27](O)=[O:28], predict the reaction product. The product is: [Cl:1][C:2]1[CH:3]=[CH:4][C:5]([C:8]2[CH:9]=[C:10]([NH:20][C:27]([C:22]3[CH:23]=[CH:24][CH:25]=[CH:26][N:21]=3)=[O:28])[CH:11]=[N:12][C:13]=2[O:14][CH2:15][C:16]([F:17])([F:18])[F:19])=[CH:6][CH:7]=1. (4) Given the reactants Cl[C:2]1[N:11]=[CH:10][CH:9]=[CH:8][C:3]=1[C:4]([O:6][CH3:7])=[O:5].[CH3:12][O:13][C:14]1[N:19]=[CH:18][C:17]([NH2:20])=[CH:16][CH:15]=1.C(=O)([O-])[O-].[Cs+].[Cs+].C1(P(C2C=CC=CC=2)C2C3OC4C(=CC=CC=4P(C4C=CC=CC=4)C4C=CC=CC=4)C(C)(C)C=3C=CC=2)C=CC=CC=1, predict the reaction product. The product is: [CH3:12][O:13][C:14]1[N:19]=[CH:18][C:17]([NH:20][C:2]2[N:11]=[CH:10][CH:9]=[CH:8][C:3]=2[C:4]([O:6][CH3:7])=[O:5])=[CH:16][CH:15]=1. (5) Given the reactants [CH3:1][C:2]1[N:6]2[C:7]3[CH:17]=[CH:16][CH:15]=[CH:14][C:8]=3[NH:9][C:10]([CH3:13])([CH3:12])[CH2:11][C:5]2=[N:4][N:3]=1.[Cl:18][C:19]1[CH:24]=[CH:23][C:22](I)=[CH:21][CH:20]=1.CC(OC1C=CC=C(OC(C)C)C=1C1C(P(C2CCCCC2)C2CCCCC2)=CC=CC=1)C.CC([O-])(C)C.[Na+], predict the reaction product. The product is: [Cl:18][C:19]1[CH:24]=[CH:23][C:22]([N:9]2[C:10]([CH3:13])([CH3:12])[CH2:11][C:5]3=[N:4][N:3]=[C:2]([CH3:1])[N:6]3[C:7]3[CH:17]=[CH:16][CH:15]=[CH:14][C:8]2=3)=[CH:21][CH:20]=1.